From a dataset of Forward reaction prediction with 1.9M reactions from USPTO patents (1976-2016). Predict the product of the given reaction. (1) Given the reactants [OH:1][C@H:2]1[C@@H:7]2[C@@:5]([CH3:8])([CH2:6]2)[C@@H:4]([C:9]([O:11][CH2:12][CH3:13])=[O:10])[CH2:3]1.[OH:14][C@@H:15]1[C@H:20]2[C@:18]([CH3:21])([CH2:19]2)[C@H:17]([C:22]([O:24][CH2:25][CH3:26])=[O:23])[CH2:16]1, predict the reaction product. The product is: [CH3:8][C@@:5]12[CH2:6][C@@H:7]1[C:2](=[O:1])[CH2:3][C@@H:4]2[C:9]([O:11][CH2:12][CH3:13])=[O:10].[CH3:21][C@:18]12[CH2:19][C@H:20]1[C:15](=[O:14])[CH2:16][C@H:17]2[C:22]([O:24][CH2:25][CH3:26])=[O:23]. (2) Given the reactants [NH2:1][C:2]1[N:10]=[C:9]([O:11][CH2:12][CH2:13][CH2:14][CH3:15])[N:8]=[C:7]2[C:3]=1[NH:4][C:5](=[O:20])[N:6]2[CH2:16][CH2:17][CH2:18][NH2:19].C(OC([N:28]1[CH2:33][CH2:32][C:31](=O)[CH2:30][CH2:29]1)=O)(C)(C)C.C(O[BH-](OC(=O)C)OC(=O)C)(=O)C.[Na+].[CH:49]([C:51]1[CH:52]=[C:53]([CH2:57][C:58]([O:60][CH3:61])=[O:59])[CH:54]=[CH:55][CH:56]=1)=O, predict the reaction product. The product is: [NH2:1][C:2]1[N:10]=[C:9]([O:11][CH2:12][CH2:13][CH2:14][CH3:15])[N:8]=[C:7]2[C:3]=1[NH:4][C:5](=[O:20])[N:6]2[CH2:16][CH2:17][CH2:18][N:19]([CH2:49][C:51]1[CH:52]=[C:53]([CH2:57][C:58]([O:60][CH3:61])=[O:59])[CH:54]=[CH:55][CH:56]=1)[CH:31]1[CH2:30][CH2:29][NH:28][CH2:33][CH2:32]1. (3) Given the reactants [NH2:1][C:2]1[C:7]([CH3:8])=[CH:6][CH:5]=[CH:4][C:3]=1[OH:9].[CH3:10][O:11][C:12](=[O:21])[C:13]1[CH:18]=[CH:17][CH:16]=[C:15]([CH:19]=O)[CH:14]=1.C(C1C(=O)C(Cl)=C(Cl)C(=O)C=1C#N)#N.C([O-])(O)=O.[Na+], predict the reaction product. The product is: [CH3:10][O:11][C:12](=[O:21])[C:13]1[CH:18]=[CH:17][CH:16]=[C:15]([C:19]2[O:9][C:3]3[CH:4]=[CH:5][CH:6]=[C:7]([CH3:8])[C:2]=3[N:1]=2)[CH:14]=1. (4) Given the reactants [C:1]1([CH3:10])[CH:6]=[CH:5][CH:4]=[C:3]([C:7]([OH:9])=[O:8])[CH:2]=1.S(Cl)(Cl)=O.[C:15]([O-])(O)=O.[Na+], predict the reaction product. The product is: [CH3:15][O:8][C:7]([C:3]1[CH:2]=[C:1]([CH3:10])[CH:6]=[CH:5][CH:4]=1)=[O:9].